From a dataset of Peptide-MHC class I binding affinity with 185,985 pairs from IEDB/IMGT. Regression. Given a peptide amino acid sequence and an MHC pseudo amino acid sequence, predict their binding affinity value. This is MHC class I binding data. (1) The peptide sequence is DYNFVKQLF. The MHC is HLA-A02:06 with pseudo-sequence HLA-A02:06. The binding affinity (normalized) is 0.193. (2) The MHC is HLA-A02:01 with pseudo-sequence HLA-A02:01. The binding affinity (normalized) is 0.288. The peptide sequence is NAFLESGDA. (3) The peptide sequence is WLKERLPGF. The MHC is HLA-B39:01 with pseudo-sequence HLA-B39:01. The binding affinity (normalized) is 0.0847. (4) The peptide sequence is IREVLRTEL. The MHC is HLA-B27:05 with pseudo-sequence HLA-B27:05. The binding affinity (normalized) is 0.475.